This data is from Reaction yield outcomes from USPTO patents with 853,638 reactions. The task is: Predict the reaction yield, written as a fraction of the theoretical maximum amount of product (1.0 means a 100% yield; for example, 0.34 means a 34% yield). (1) The reactants are [CH3:1][N:2]([CH3:32])[C:3]([C:5]1[N:26]([CH:27]2[CH2:31][CH2:30][CH2:29][CH2:28]2)[C:8]2[N:9]=[C:10]([NH:13][C:14]3[CH:19]=[CH:18][C:17]([N:20]4[CH2:25][CH2:24][NH:23][CH2:22][CH2:21]4)=[CH:16][N:15]=3)[N:11]=[CH:12][C:7]=2[CH:6]=1)=[O:4].Br[CH2:34][CH2:35][F:36]. No catalyst specified. The product is [CH3:1][N:2]([CH3:32])[C:3]([C:5]1[N:26]([CH:27]2[CH2:31][CH2:30][CH2:29][CH2:28]2)[C:8]2[N:9]=[C:10]([NH:13][C:14]3[CH:19]=[CH:18][C:17]([N:20]4[CH2:21][CH2:22][N:23]([CH2:34][CH2:35][F:36])[CH2:24][CH2:25]4)=[CH:16][N:15]=3)[N:11]=[CH:12][C:7]=2[CH:6]=1)=[O:4]. The yield is 0.800. (2) The reactants are [CH3:1][C:2]([O:11][C:12]1[CH:17]=[CH:16][C:15]([CH2:18][N:19]2[C:23](=[O:24])[C:22]3([CH2:29][CH2:28][NH:27][CH2:26][CH2:25]3)[N:21]([C:30]3[CH:35]=[CH:34][CH:33]=[CH:32][CH:31]=3)[CH2:20]2)=[CH:14][CH:13]=1)([CH3:10])[C:3]([O:5][C:6]([CH3:9])([CH3:8])[CH3:7])=[O:4].C(=O)([O-])[O-].[K+].[K+].I[CH2:43][CH2:44][CH2:45][N:46]1[C:50]2[CH:51]=[CH:52][CH:53]=[CH:54][C:49]=2[NH:48][C:47]1=[O:55]. The catalyst is CN(C)C=O.C(OCC)(=O)C. The product is [CH3:10][C:2]([O:11][C:12]1[CH:13]=[CH:14][C:15]([CH2:18][N:19]2[C:23](=[O:24])[C:22]3([CH2:29][CH2:28][N:27]([CH2:43][CH2:44][CH2:45][N:46]4[C:50]5[CH:51]=[CH:52][CH:53]=[CH:54][C:49]=5[NH:48][C:47]4=[O:55])[CH2:26][CH2:25]3)[N:21]([C:30]3[CH:31]=[CH:32][CH:33]=[CH:34][CH:35]=3)[CH2:20]2)=[CH:16][CH:17]=1)([CH3:1])[C:3]([O:5][C:6]([CH3:7])([CH3:8])[CH3:9])=[O:4]. The yield is 0.860. (3) The reactants are [Cl:1][C:2]1[CH:9]=[CH:8][C:7]([F:10])=[CH:6][C:3]=1[CH:4]=O.[NH2:11][N:12]1[C:17](=[O:18])[CH:16]=[C:15]([CH3:19])[N:14]([CH2:20][C:21]([O:23][C:24]([CH3:27])([CH3:26])[CH3:25])=[O:22])[C:13]1=[O:28]. The catalyst is CO.CC(O)=O. The product is [Cl:1][C:2]1[CH:9]=[CH:8][C:7]([F:10])=[CH:6][C:3]=1/[CH:4]=[N:11]/[N:12]1[C:17](=[O:18])[CH:16]=[C:15]([CH3:19])[N:14]([CH2:20][C:21]([O:23][C:24]([CH3:27])([CH3:26])[CH3:25])=[O:22])[C:13]1=[O:28]. The yield is 0.918.